Predict the product of the given reaction. From a dataset of Forward reaction prediction with 1.9M reactions from USPTO patents (1976-2016). (1) Given the reactants [C:1]([O:5][C:6]([N:8]1[CH2:12][C@H:11]([O:13][CH2:14][C:15]2[CH:20]=[CH:19][CH:18]=[CH:17][CH:16]=2)[CH2:10][C@H:9]1[C:21]([OH:23])=O)=[O:7])([CH3:4])([CH3:3])[CH3:2].[CH3:24]I, predict the reaction product. The product is: [C:1]([O:5][C:6]([N:8]1[CH2:12][C@H:11]([O:13][CH2:14][C:15]2[CH:20]=[CH:19][CH:18]=[CH:17][CH:16]=2)[CH2:10][C@H:9]1[CH2:21][O:23][CH3:24])=[O:7])([CH3:4])([CH3:3])[CH3:2]. (2) Given the reactants [OH:1][C:2]1[CH:3]=[C:4]([CH2:11][C:12]([OH:14])=[O:13])[CH:5]=[CH:6][C:7]=1[N+:8]([O-:10])=[O:9].[CH2:15](O)[CH3:16], predict the reaction product. The product is: [CH2:15]([O:13][C:12](=[O:14])[CH2:11][C:4]1[CH:5]=[CH:6][C:7]([N+:8]([O-:10])=[O:9])=[C:2]([OH:1])[CH:3]=1)[CH3:16]. (3) The product is: [C:23]([C:20]([CH3:22])([CH3:21])[CH2:19][CH2:18][CH2:17][CH2:16][C:10]1([CH2:9][CH2:8][CH2:7][CH2:6][C:5]([CH3:29])([CH3:28])[C:4]([OH:30])=[O:3])[S:15][CH2:14][CH2:13][CH2:12][S:11]1)([OH:25])=[O:24]. Given the reactants C([O:3][C:4](=[O:30])[C:5]([CH3:29])([CH3:28])[CH2:6][CH2:7][CH2:8][CH2:9][C:10]1([CH2:16][CH2:17][CH2:18][CH2:19][C:20]([C:23]([O:25]CC)=[O:24])([CH3:22])[CH3:21])[S:15][CH2:14][CH2:13][CH2:12][S:11]1)C.[OH-].[K+].Cl, predict the reaction product. (4) Given the reactants [C:1]([C:4]1[C:5](=[O:15])[O:6][C:7]2[C:12]([CH:13]=1)=[CH:11][CH:10]=[C:9]([F:14])[CH:8]=2)(=O)[CH3:2].[CH3:16][C:17]1[S:21][C:20]([NH2:22])=[N:19][N:18]=1, predict the reaction product. The product is: [F:14][C:9]1[CH:8]=[C:7]2[C:12]([CH:13]=[C:4]([C:1]3[N:22]=[C:20]4[N:19]([CH:2]=3)[N:18]=[C:17]([CH3:16])[S:21]4)[C:5](=[O:15])[O:6]2)=[CH:11][CH:10]=1. (5) Given the reactants N[C:2]1[CH:3]=[CH:4][C:5]2[S:9][N:8]=[CH:7][C:6]=2[CH:10]=1.S(=O)(=O)(O)[OH:12].N([O-])=O.[Na+], predict the reaction product. The product is: [S:9]1[C:5]2[CH:4]=[CH:3][C:2]([OH:12])=[CH:10][C:6]=2[CH:7]=[N:8]1. (6) Given the reactants [F:1][C:2]([F:33])([F:32])[CH2:3][CH2:4][CH:5]([NH:22][C:23]1[CH:31]=[CH:30][C:26]([C:27](O)=[O:28])=[CH:25][CH:24]=1)[C:6]1[CH:11]=[CH:10][C:9]([N:12]2[CH:20]=[C:19]3[C:14]([CH2:15][CH2:16][CH2:17][CH2:18]3)=[N:13]2)=[CH:8][C:7]=1[CH3:21].[NH:34]1[CH2:39][CH2:38][CH2:37][C@@H:36]([C:40]([O:42][CH2:43][CH3:44])=[O:41])[CH2:35]1.Cl.CN(C)CCCN=C=NCC.ON1C2C=CC=CC=2N=N1.C(N(CC)C(C)C)(C)C, predict the reaction product. The product is: [F:33][C:2]([F:1])([F:32])[CH2:3][CH2:4][CH:5]([NH:22][C:23]1[CH:31]=[CH:30][C:26]([C:27]([N:34]2[CH2:39][CH2:38][CH2:37][C@@H:36]([C:40]([O:42][CH2:43][CH3:44])=[O:41])[CH2:35]2)=[O:28])=[CH:25][CH:24]=1)[C:6]1[CH:11]=[CH:10][C:9]([N:12]2[CH:20]=[C:19]3[C:14]([CH2:15][CH2:16][CH2:17][CH2:18]3)=[N:13]2)=[CH:8][C:7]=1[CH3:21]. (7) The product is: [NH2:21][C:19]1[N:20]=[C:16]2[N:17]([C:8]([CH2:7][C:6]3[CH:5]=[CH:4][C:3]([OH:2])=[CH:23][CH:22]=3)=[N:9][C:10]3[CH:11]=[CH:12][CH:13]=[CH:14][C:15]=32)[N:18]=1. Given the reactants C[O:2][C:3]1[CH:23]=[CH:22][C:6]([CH2:7][C:8]2[N:17]3[N:18]=[C:19]([NH2:21])[N:20]=[C:16]3[C:15]3[CH:14]=[CH:13][CH:12]=[CH:11][C:10]=3[N:9]=2)=[CH:5][CH:4]=1.COC1C=C(C=C(OC)C=1)CC1N2N=C(N)N=C2C2C=CC=CC=2N=1, predict the reaction product.